From a dataset of Catalyst prediction with 721,799 reactions and 888 catalyst types from USPTO. Predict which catalyst facilitates the given reaction. (1) Reactant: C([O:3][C:4](=[O:33])[C:5]1[CH:10]=[CH:9][CH:8]=[C:7]([N:11]2[C:15]([CH3:16])=[CH:14][CH:13]=[C:12]2[C:17]2[CH:22]=[CH:21][CH:20]=[CH:19][C:18]=2[O:23][CH2:24][C:25]2[CH:30]=[CH:29][C:28]([Cl:31])=[C:27]([Cl:32])[CH:26]=2)[CH:6]=1)C.[OH-].[Na+]. Product: [Cl:32][C:27]1[CH:26]=[C:25]([CH:30]=[CH:29][C:28]=1[Cl:31])[CH2:24][O:23][C:18]1[CH:19]=[CH:20][CH:21]=[CH:22][C:17]=1[C:12]1[N:11]([C:7]2[CH:6]=[C:5]([CH:10]=[CH:9][CH:8]=2)[C:4]([OH:33])=[O:3])[C:15]([CH3:16])=[CH:14][CH:13]=1. The catalyst class is: 14. (2) Reactant: [CH3:1][O:2][C:3]1[CH:8]=[CH:7][C:6]([C:9]2[CH:14]=[CH:13][C:12]([C:15]([O:17]CC)=[O:16])=[CH:11][CH:10]=2)=[CH:5][C:4]=1[C:20]1[CH:25]=[CH:24][CH:23]=[C:22]([N+:26]([O-:28])=[O:27])[CH:21]=1.[OH-].[Na+].Cl. Product: [CH3:1][O:2][C:3]1[CH:8]=[CH:7][C:6]([C:9]2[CH:10]=[CH:11][C:12]([C:15]([OH:17])=[O:16])=[CH:13][CH:14]=2)=[CH:5][C:4]=1[C:20]1[CH:25]=[CH:24][CH:23]=[C:22]([N+:26]([O-:28])=[O:27])[CH:21]=1. The catalyst class is: 8. (3) Reactant: C([O:3][C:4](=O)[C:5]([O:10][CH2:11][C:12]([C:27]1[CH:32]=[C:31]([Br:33])[CH:30]=[CH:29][C:28]=1[F:34])([NH:14][S:15]([C:18]1[CH:23]=[CH:22][CH:21]=[CH:20][C:19]=1[N+:24]([O-:26])=[O:25])(=[O:17])=[O:16])[CH3:13])([CH2:8][F:9])[CH2:6][F:7])C.[NH3:36]. Product: [Br:33][C:31]1[CH:30]=[CH:29][C:28]([F:34])=[C:27]([C:12]([NH:14][S:15]([C:18]2[CH:23]=[CH:22][CH:21]=[CH:20][C:19]=2[N+:24]([O-:26])=[O:25])(=[O:16])=[O:17])([CH3:13])[CH2:11][O:10][C:5]([CH2:8][F:9])([CH2:6][F:7])[C:4]([NH2:36])=[O:3])[CH:32]=1. The catalyst class is: 5. (4) Reactant: [C:1]([N:5]([C:23](=[O:32])[C:24]1[CH:29]=[C:28]([CH3:30])[CH:27]=[C:26]([CH3:31])[CH:25]=1)[NH:6][C:7]([C:9]1[CH:10]=[CH:11][C:12]2[O:17][CH2:16][CH:15]([C:18]([OH:20])=[O:19])[O:14][C:13]=2[C:21]=1[CH3:22])=[O:8])([CH3:4])([CH3:3])[CH3:2].[F:33][C:34]1[C:39](O)=[C:38]([F:41])[C:37]([F:42])=[C:36]([F:43])[C:35]=1[F:44].C1CCC(N=C=NC2CCCCC2)CC1. Product: [F:33][C:34]1[C:39]([O:19][C:18]([CH:15]2[O:14][C:13]3[C:21]([CH3:22])=[C:9]([C:7]([NH:6][N:5]([C:1]([CH3:4])([CH3:3])[CH3:2])[C:23](=[O:32])[C:24]4[CH:25]=[C:26]([CH3:31])[CH:27]=[C:28]([CH3:30])[CH:29]=4)=[O:8])[CH:10]=[CH:11][C:12]=3[O:17][CH2:16]2)=[O:20])=[C:38]([F:41])[C:37]([F:42])=[C:36]([F:43])[C:35]=1[F:44]. The catalyst class is: 13. (5) Reactant: [C:1]([C:5]1[CH:6]=[C:7]([CH:11]=[CH:12][C:13]=1O)[C:8]([OH:10])=[O:9])([CH3:4])([CH3:3])[CH3:2].S([O:20][CH3:21])(OC)(=O)=O.[C:22](=O)([O-])[O-].[K+].[K+].O. Product: [C:1]([C:5]1[CH:6]=[C:7]([CH:11]=[CH:12][C:13]=1[O:20][CH3:21])[C:8]([O:10][CH3:22])=[O:9])([CH3:4])([CH3:3])[CH3:2]. The catalyst class is: 311. (6) Reactant: [BH4-].[Na+].[C:3]([C:6]1[CH:11]=[CH:10][CH:9]=[C:8]([CH:12]([CH3:14])[CH3:13])[C:7]=1[NH:15][C:16](=[O:38])[N:17]([CH2:31][C:32]1[CH:37]=[CH:36][CH:35]=[CH:34][CH:33]=1)[CH2:18][C:19]1([C:25]2[CH:30]=[CH:29][CH:28]=[CH:27][N:26]=2)[CH2:24][CH2:23][CH2:22][CH2:21][CH2:20]1)(=[O:5])[CH3:4].O. Product: [CH2:31]([N:17]([CH2:18][C:19]1([C:25]2[CH:30]=[CH:29][CH:28]=[CH:27][N:26]=2)[CH2:20][CH2:21][CH2:22][CH2:23][CH2:24]1)[C:16]([NH:15][C:7]1[C:8]([CH:12]([CH3:14])[CH3:13])=[CH:9][CH:10]=[CH:11][C:6]=1[CH:3]([OH:5])[CH3:4])=[O:38])[C:32]1[CH:33]=[CH:34][CH:35]=[CH:36][CH:37]=1. The catalyst class is: 8. (7) Reactant: [CH:1]1([CH2:7][CH2:8][CH2:9][O:10][C:11]2[CH:16]=[CH:15][C:14]([CH2:17][CH2:18][CH2:19][O:20][C:21]3[CH:31]=[CH:30][C:24]([C:25]([O:27]CC)=[O:26])=[CH:23][C:22]=3[CH2:32][C:33]([NH:35][CH2:36][CH2:37][CH2:38][C:39]([O:41]C)=[O:40])=[O:34])=[CH:13][CH:12]=2)[CH2:6][CH2:5][CH2:4][CH2:3][CH2:2]1.[OH-].[Na+]. Product: [C:39]([CH2:38][CH2:37][CH2:36][NH:35][C:33](=[O:34])[CH2:32][C:22]1[CH:23]=[C:24]([CH:30]=[CH:31][C:21]=1[O:20][CH2:19][CH2:18][CH2:17][C:14]1[CH:15]=[CH:16][C:11]([O:10][CH2:9][CH2:8][CH2:7][CH:1]2[CH2:6][CH2:5][CH2:4][CH2:3][CH2:2]2)=[CH:12][CH:13]=1)[C:25]([OH:27])=[O:26])([OH:41])=[O:40]. The catalyst class is: 83. (8) Reactant: [CH2:1]([N:8]1[CH2:14][C:13]([NH:16]C(OC(C)(C)C)=O)([CH3:15])[C:10]2([CH2:12][CH2:11]2)[C:9]1=O)[C:2]1[CH:7]=[CH:6][CH:5]=[CH:4][CH:3]=1.FC(F)(F)C(O)=O.[OH-].[Al+3].[Li+].[OH-].[OH-].[OH-].[OH-].[Na+].S([O-])([O-])(=O)=O.[Na+].[Na+]. Product: [NH2:16][C:13]1([CH3:15])[C:10]2([CH2:12][CH2:11]2)[CH2:9][N:8]([CH2:1][C:2]2[CH:7]=[CH:6][CH:5]=[CH:4][CH:3]=2)[CH2:14]1. The catalyst class is: 229. (9) Reactant: [NH2:1][C:2]1[CH:7]=[CH:6][C:5]([NH:8]/[C:9](=[C:16]2\[C:17](=[O:25])[NH:18][C:19]3[C:24]\2=[CH:23][CH:22]=[CH:21][CH:20]=3)/[C:10]2[CH:15]=[CH:14][CH:13]=[CH:12][CH:11]=2)=[CH:4][CH:3]=1.[CH2:26]([N:30]=[C:31]=[O:32])[CH2:27][CH2:28][CH3:29]. Product: [CH2:26]([NH:30][C:31]([NH:1][C:2]1[CH:7]=[CH:6][C:5]([NH:8]/[C:9](=[C:16]2\[C:17](=[O:25])[NH:18][C:19]3[C:24]\2=[CH:23][CH:22]=[CH:21][CH:20]=3)/[C:10]2[CH:15]=[CH:14][CH:13]=[CH:12][CH:11]=2)=[CH:4][CH:3]=1)=[O:32])[CH2:27][CH2:28][CH3:29]. The catalyst class is: 1. (10) Reactant: [Cl:1][CH:2]([Cl:32])[C:3]([N:5]1[C@H:9]([CH2:10][F:11])[C@@H:8]([C:12]2[CH:17]=[CH:16][C:15]([C:18]3[CH:23]=[CH:22][C:21]([CH2:24][N:25]4[CH2:28][CH:27]([F:29])[CH2:26]4)=[CH:20][CH:19]=3)=[CH:14][CH:13]=2)[O:7]C1(C)C)=[O:4].Cl.C([O-])(O)=O.[Na+]. Product: [Cl:32][CH:2]([Cl:1])[C:3]([NH:5][C@H:9]([CH2:10][F:11])[C@@H:8]([C:12]1[CH:13]=[CH:14][C:15]([C:18]2[CH:23]=[CH:22][C:21]([CH2:24][N:25]3[CH2:28][CH:27]([F:29])[CH2:26]3)=[CH:20][CH:19]=2)=[CH:16][CH:17]=1)[OH:7])=[O:4]. The catalyst class is: 127.